From a dataset of Reaction yield outcomes from USPTO patents with 853,638 reactions. Predict the reaction yield, written as a fraction of the theoretical maximum amount of product (1.0 means a 100% yield; for example, 0.34 means a 34% yield). (1) The reactants are Cl.[C:2]([N:10]1[CH2:15][CH2:14][NH:13][C@H:12]([CH3:16])[CH2:11]1)(=[O:9])[C:3]1[CH:8]=[CH:7][CH:6]=[CH:5][CH:4]=1.[NH2:17][C:18]1[NH:19][C:20](=O)[C:21]2[N:27]=[C:26]([C:28]3[CH:33]=[CH:32][C:31]([F:34])=[CH:30][CH:29]=3)[CH:25]=[CH:24][C:22]=2[N:23]=1.C1CCN2C(=NCCC2)CC1. No catalyst specified. The yield is 0.460. The product is [NH2:17][C:18]1[N:19]=[C:20]([N:13]2[CH2:14][CH2:15][N:10]([C:2](=[O:9])[C:3]3[CH:4]=[CH:5][CH:6]=[CH:7][CH:8]=3)[CH2:11][C@H:12]2[CH3:16])[C:21]2[N:27]=[C:26]([C:28]3[CH:33]=[CH:32][C:31]([F:34])=[CH:30][CH:29]=3)[CH:25]=[CH:24][C:22]=2[N:23]=1. (2) The reactants are [CH2:1]([O:3][C:4]1[CH:5]=[C:6]([C:20]2[CH:25]=[CH:24][C:23]([CH2:26][C:27](O)=[O:28])=[C:22]([F:30])[CH:21]=2)[CH:7]=[N:8][C:9]=1[O:10][CH2:11][C:12]1[CH:17]=[CH:16][C:15]([O:18][CH3:19])=[CH:14][CH:13]=1)[CH3:2].[CH3:31][N:32]1[C:36]([NH2:37])=[CH:35][C:34]([C:38]([CH3:44])([CH3:43])[C:39]([F:42])([F:41])[F:40])=[N:33]1.C(P1(=O)OP(CCC)(=O)OP(CCC)(=O)O1)CC.CC(=O)OCC. The catalyst is N1C=CC=CC=1.O.C(Cl)Cl. The product is [CH2:1]([O:3][C:4]1[CH:5]=[C:6]([C:20]2[CH:25]=[CH:24][C:23]([CH2:26][C:27]([NH:37][C:36]3[N:32]([CH3:31])[N:33]=[C:34]([C:38]([CH3:44])([CH3:43])[C:39]([F:41])([F:40])[F:42])[CH:35]=3)=[O:28])=[C:22]([F:30])[CH:21]=2)[CH:7]=[N:8][C:9]=1[O:10][CH2:11][C:12]1[CH:13]=[CH:14][C:15]([O:18][CH3:19])=[CH:16][CH:17]=1)[CH3:2]. The yield is 0.617. (3) The product is [CH3:19][O:18][C:15]1[CH:14]=[CH:13][C:12]([C:7]2[C:6]([C:20]3[CH:21]=[CH:22][C:23]([O:26][CH3:27])=[CH:24][CH:25]=3)=[N:5][C:4]3[C:9](=[CH:10][CH:11]=[C:2](/[CH:30]=[CH:29]/[C:28]([O:32][CH3:33])=[O:31])[CH:3]=3)[N:8]=2)=[CH:17][CH:16]=1. The catalyst is CN(C=O)C.CCN(CC)CC.CC([O-])=O.CC([O-])=O.[Pd+2]. The reactants are Br[C:2]1[CH:3]=[C:4]2[C:9](=[CH:10][CH:11]=1)[N:8]=[C:7]([C:12]1[CH:17]=[CH:16][C:15]([O:18][CH3:19])=[CH:14][CH:13]=1)[C:6]([C:20]1[CH:25]=[CH:24][C:23]([O:26][CH3:27])=[CH:22][CH:21]=1)=[N:5]2.[C:28]([O:32][CH3:33])(=[O:31])[CH:29]=[CH2:30].C1C=CC(P(C2C=CC=CC=2)C2C=CC=CC=2)=CC=1. The yield is 0.790. (4) The reactants are [CH2:1]1[CH:5]2[CH2:6][CH:7]([NH2:8])[CH:3]([CH2:4]2)[CH2:2]1.FC(F)(F)S(O[C:15]1[C:16]2[CH2:37][N:36]([CH3:38])[CH2:35][CH2:34][C:17]=2[N:18]=[C:19]([NH:21][C:22]2[CH:27]=[CH:26][C:25]([N:28]3[CH:32]=[CH:31][N:30]=[C:29]3[CH3:33])=[CH:24][CH:23]=2)[N:20]=1)(=O)=O. The catalyst is C(Cl)Cl. The product is [CH:3]12[CH2:4][CH:5]([CH2:1][CH2:2]1)[CH2:6][C@H:7]2[NH:8][C:15]1[C:16]2[CH2:37][N:36]([CH3:38])[CH2:35][CH2:34][C:17]=2[N:18]=[C:19]([NH:21][C:22]2[CH:23]=[CH:24][C:25]([N:28]3[CH:32]=[CH:31][N:30]=[C:29]3[CH3:33])=[CH:26][CH:27]=2)[N:20]=1. The yield is 0.478. (5) The reactants are [Na].[CH2:2]([O:4][C:5](=[O:23])[C:6]([O:9][C:10]1[CH:15]=[C:14]([O:16][CH3:17])[C:13]([O:18]C(=O)C)=[CH:12][C:11]=1[CH3:22])([CH3:8])[CH3:7])C. The catalyst is CO. The product is [CH3:2][O:4][C:5](=[O:23])[C:6]([O:9][C:10]1[CH:15]=[C:14]([O:16][CH3:17])[C:13]([OH:18])=[CH:12][C:11]=1[CH3:22])([CH3:8])[CH3:7]. The yield is 0.760. (6) The reactants are [F:1][C:2]1[CH:7]=[CH:6][CH:5]=[C:4]([F:8])[C:3]=1[N:9]1[C:14]2[N:15]=[C:16]([S:29][CH3:30])[N:17]=[C:18]([C:19]3[CH:20]=[C:21]([CH:25]=[CH:26][C:27]=3[CH3:28])[C:22]([OH:24])=[O:23])[C:13]=2[CH:12]=[CH:11][C:10]1=[O:31].ClC1C=C(C(OO)=[O:40])C=CC=1.CCOC(C)=O. The catalyst is C(Cl)Cl. The product is [F:8][C:4]1[CH:5]=[CH:6][CH:7]=[C:2]([F:1])[C:3]=1[N:9]1[C:14]2[N:15]=[C:16]([S:29]([CH3:30])=[O:40])[N:17]=[C:18]([C:19]3[CH:20]=[C:21]([CH:25]=[CH:26][C:27]=3[CH3:28])[C:22]([OH:24])=[O:23])[C:13]=2[CH:12]=[CH:11][C:10]1=[O:31]. The yield is 0.640. (7) The reactants are [C:1]([C:4]1[C:9]([C:10]2[CH:15]=[CH:14][CH:13]=[CH:12][CH:11]=2)=[N:8][N:7]([CH2:16][CH3:17])[C:6](=[O:18])[C:5]=1[N+:19]([O-])=O)(=[O:3])[CH3:2].N[C:23]1[CH:32]=[CH:31][C:30]([OH:33])=[C:29]2[C:24]=1[CH:25]=[CH:26][CH:27]=[N:28]2. The catalyst is C(O)C. The product is [C:1]([C:4]1[C:9]([C:10]2[CH:15]=[CH:14][CH:13]=[CH:12][CH:11]=2)=[N:8][N:7]([CH2:16][CH3:17])[C:6](=[O:18])[C:5]=1[NH:19][C:23]1[CH:32]=[CH:31][C:30]([OH:33])=[C:29]2[C:24]=1[CH:25]=[CH:26][CH:27]=[N:28]2)(=[O:3])[CH3:2]. The yield is 0.900. (8) The reactants are O[CH2:2][C:3]1[CH:16]=[N:15][C:6]2[C:7]3[N:8]([CH:12]=[CH:13][CH:14]=3)[C:9](=[O:11])[NH:10][C:5]=2[CH:4]=1.[F:17][C:18]1[CH:19]=[C:20]([CH:26]=[CH:27][C:28]=1[N:29]1[CH2:34][CH2:33][NH:32][CH2:31][CH2:30]1)[C:21]([NH:23][CH2:24][CH3:25])=[O:22].[I-].C(C[P+](C)(C)C)#N.C(N(C(C)C)C(C)C)C. The catalyst is C(#N)CC. The product is [CH2:24]([NH:23][C:21](=[O:22])[C:20]1[CH:26]=[CH:27][C:28]([N:29]2[CH2:34][CH2:33][N:32]([CH2:2][C:3]3[CH:16]=[N:15][C:6]4[C:7]5[N:8]([CH:12]=[CH:13][CH:14]=5)[C:9](=[O:11])[NH:10][C:5]=4[CH:4]=3)[CH2:31][CH2:30]2)=[C:18]([F:17])[CH:19]=1)[CH3:25]. The yield is 0.701. (9) The reactants are [OH:1][C:2]1[CH:7]=[CH:6][C:5]([CH:8]=[CH:9][C:10]([C:12]2[CH:17]=[CH:16][C:15]([OH:18])=[CH:14][CH:13]=2)=[O:11])=[CH:4][C:3]=1[O:19][CH3:20].O. The catalyst is O1CCCC1.[Pd]. The product is [OH:1][C:2]1[CH:7]=[CH:6][C:5]([CH2:8][CH2:9][C:10]([C:12]2[CH:17]=[CH:16][C:15]([OH:18])=[CH:14][CH:13]=2)=[O:11])=[CH:4][C:3]=1[O:19][CH3:20]. The yield is 0.890. (10) The reactants are C(=O)([O-])[O-].[Ca+2].[C:6](Cl)(Cl)=[S:7].[NH2:10][C:11]1[CH:16]=[C:15]([Cl:17])[C:14]([C:18]2[CH:23]=[CH:22][C:21]([O:24][CH2:25][CH2:26][CH2:27][C:28]#[N:29])=[CH:20][CH:19]=2)=[C:13]([Cl:30])[CH:12]=1.Cl. The catalyst is ClCCl.O. The product is [Cl:30][C:13]1[CH:12]=[C:11]([N:10]=[C:6]=[S:7])[CH:16]=[C:15]([Cl:17])[C:14]=1[C:18]1[CH:19]=[CH:20][C:21]([O:24][CH2:25][CH2:26][CH2:27][C:28]#[N:29])=[CH:22][CH:23]=1. The yield is 0.920.